From a dataset of Reaction yield outcomes from USPTO patents with 853,638 reactions. Predict the reaction yield, written as a fraction of the theoretical maximum amount of product (1.0 means a 100% yield; for example, 0.34 means a 34% yield). (1) The reactants are [CH3:1][C:2]1[CH:7]=[CH:6][C:5]([O:8][C:9]2(S(C3C=CC=CC=3)(=O)=O)[CH2:11][CH2:10]2)=[CH:4][N:3]=1.P([O-])([O-])[O-].[Na+].[Na+].[Na+].C(=O)([O-])O.[Na+]. The catalyst is CO. The product is [CH:9]1([O:8][C:5]2[CH:6]=[CH:7][C:2]([CH3:1])=[N:3][CH:4]=2)[CH2:11][CH2:10]1. The yield is 0.860. (2) The reactants are [Br:1][C:2]1[N:3]=[C:4]([C:9]#[C:10][Si:11]([CH3:14])([CH3:13])[CH3:12])[C:5]([NH2:8])=[N:6][CH:7]=1.N1C=CC=CC=1.[C:21](Cl)(=[O:23])[CH3:22]. The catalyst is C1COCC1. The product is [Br:1][C:2]1[N:3]=[C:4]([C:9]#[C:10][Si:11]([CH3:13])([CH3:12])[CH3:14])[C:5]([NH:8][C:21](=[O:23])[CH3:22])=[N:6][CH:7]=1. The yield is 0.310. (3) The catalyst is ClCCCl. The yield is 0.660. The product is [CH2:1]([O:3][C:4]([C:6]12[CH2:8][CH:7]1[CH:9]=[CH:10][CH2:48][CH2:47][CH2:46][CH2:45][N:43]([CH3:44])[C:42](=[O:51])[CH:15]1[CH:14]([CH2:18][CH:17]([O:19][C:20]3[C:29]4[C:24](=[C:25]([CH3:32])[C:26]([O:30][CH3:31])=[CH:27][CH:28]=4)[N:23]=[C:22]([C:33]4[CH:38]=[CH:37][CH:36]=[C:35]([CH:39]([CH3:40])[CH3:41])[N:34]=4)[CH:21]=3)[CH2:16]1)[C:12](=[O:13])[NH:11]2)=[O:5])[CH3:2]. The reactants are [CH2:1]([O:3][C:4]([C:6]1([NH:11][C:12]([CH:14]2[CH2:18][CH:17]([O:19][C:20]3[C:29]4[C:24](=[C:25]([CH3:32])[C:26]([O:30][CH3:31])=[CH:27][CH:28]=4)[N:23]=[C:22]([C:33]4[CH:38]=[CH:37][CH:36]=[C:35]([CH:39]([CH3:41])[CH3:40])[N:34]=4)[CH:21]=3)[CH2:16][CH:15]2[C:42](=[O:51])[N:43]([CH2:45][CH2:46][CH2:47][CH2:48]C=C)[CH3:44])=[O:13])[CH2:8][CH:7]1[CH:9]=[CH2:10])=[O:5])[CH3:2]. (4) The catalyst is CO.[Pd]. The reactants are C([O:8][CH2:9][CH2:10][N:11]1[C:23]2[CH2:22][CH2:21][CH2:20][CH:19]([C:24]([N:26]3[CH2:31][CH2:30][CH2:29][CH2:28][CH2:27]3)=[O:25])[C:18]=2[C:17]2[C:12]1=[CH:13][CH:14]=[CH:15][CH:16]=2)C1C=CC=CC=1. The yield is 0.710. The product is [OH:8][CH2:9][CH2:10][N:11]1[C:23]2[CH2:22][CH2:21][CH2:20][CH:19]([C:24]([N:26]3[CH2:31][CH2:30][CH2:29][CH2:28][CH2:27]3)=[O:25])[C:18]=2[C:17]2[C:12]1=[CH:13][CH:14]=[CH:15][CH:16]=2. (5) The reactants are [Br:1][C:2]1[CH:7]=[CH:6][C:5]([CH:8]2[CH2:12][CH2:11][CH2:10][NH:9]2)=[CH:4][CH:3]=1.C(=O)([O-])[O-].[K+].[K+].Cl[C:20]([O:22][CH2:23][C:24]1[CH:29]=[CH:28][CH:27]=[CH:26][CH:25]=1)=[O:21]. The catalyst is O1CCOCC1.O. The product is [Br:1][C:2]1[CH:3]=[CH:4][C:5]([CH:8]2[CH2:12][CH2:11][CH2:10][N:9]2[C:20]([O:22][CH2:23][C:24]2[CH:29]=[CH:28][CH:27]=[CH:26][CH:25]=2)=[O:21])=[CH:6][CH:7]=1. The yield is 0.820. (6) The reactants are [OH:1][CH2:2][CH2:3][N:4]1[C:12]2[C:7](=[CH:8][C:9]([N+:13]([O-])=O)=[CH:10][CH:11]=2)[CH:6]=[C:5]1[C:16]([CH3:21])([CH3:20])[CH2:17][CH2:18][OH:19]. The catalyst is [Ni].CO. The product is [NH2:13][C:9]1[CH:8]=[C:7]2[C:12](=[CH:11][CH:10]=1)[N:4]([CH2:3][CH2:2][OH:1])[C:5]([C:16]([CH3:21])([CH3:20])[CH2:17][CH2:18][OH:19])=[CH:6]2. The yield is 0.260. (7) The reactants are [NH:1]1[CH2:4][CH:3]([CH2:5][C:6]2[N:7]([CH3:33])[C:8]3[C:13]([N:14]=2)=[C:12]([N:15]2[CH2:20][CH2:19][O:18][CH2:17][CH2:16]2)[N:11]=[C:10]([N:21]2[C:25]4[CH:26]=[CH:27][CH:28]=[CH:29][C:24]=4[N:23]=[C:22]2[C@H:30]([OH:32])[CH3:31])[N:9]=3)[CH2:2]1.[OH:34][C:35]([CH3:40])([CH3:39])[C:36](O)=[O:37].C1C=CC2N(O)N=NC=2C=1.CN1CCOCC1.CCN=C=NCCCN(C)C. The catalyst is C(Cl)Cl. The product is [OH:34][C:35]([CH3:40])([CH3:39])[C:36]([N:1]1[CH2:4][CH:3]([CH2:5][C:6]2[N:7]([CH3:33])[C:8]3[C:13]([N:14]=2)=[C:12]([N:15]2[CH2:20][CH2:19][O:18][CH2:17][CH2:16]2)[N:11]=[C:10]([N:21]2[C:25]4[CH:26]=[CH:27][CH:28]=[CH:29][C:24]=4[N:23]=[C:22]2[C@H:30]([OH:32])[CH3:31])[N:9]=3)[CH2:2]1)=[O:37]. The yield is 0.210. (8) The reactants are [Br:1][C:2]1[CH:26]=[CH:25][C:24]([C:27]([F:30])([F:29])[F:28])=[CH:23][C:3]=1[CH2:4][N:5]([CH2:8][C:9]1[CH:14]=[C:13]([C:15]([F:18])([F:17])[F:16])[CH:12]=[C:11]([C:19]([F:22])([F:21])[F:20])[CH:10]=1)[C:6]#[N:7].C(N(CC)CC)C.C[Si]([N:42]=[N+:43]=[N-:44])(C)C.[OH-].[Na+]. The catalyst is C(OC)(C)(C)C. The product is [Br:1][C:2]1[CH:26]=[CH:25][C:24]([C:27]([F:28])([F:29])[F:30])=[CH:23][C:3]=1[CH2:4][N:5]([CH2:8][C:9]1[CH:10]=[C:11]([C:19]([F:20])([F:21])[F:22])[CH:12]=[C:13]([C:15]([F:18])([F:17])[F:16])[CH:14]=1)[C:6]1[N:42]=[N:43][NH:44][N:7]=1. The yield is 0.990. (9) The catalyst is Cl[Cu].CN1C(=O)CCC1. The yield is 0.0400. The reactants are Br[C:2]1[CH:3]=[C:4]2[O:11][C:10]([N:12]3[CH:18]4[CH2:19][CH2:20][N:15]([CH2:16][CH2:17]4)[CH2:14][CH2:13]3)=[N:9][C:5]2=[N:6][C:7]=1[CH3:8].[C:21]1([OH:27])[CH:26]=[CH:25][CH:24]=[CH:23][CH:22]=1.CC(C)(C)C(=O)CC(=O)C(C)(C)C.C(=O)([O-])[O-].[Cs+].[Cs+]. The product is [CH3:8][C:7]1[N:6]=[C:5]2[N:9]=[C:10]([N:12]3[CH:18]4[CH2:19][CH2:20][N:15]([CH2:16][CH2:17]4)[CH2:14][CH2:13]3)[O:11][C:4]2=[CH:3][C:2]=1[O:27][C:21]1[CH:26]=[CH:25][CH:24]=[CH:23][CH:22]=1.